From a dataset of Full USPTO retrosynthesis dataset with 1.9M reactions from patents (1976-2016). Predict the reactants needed to synthesize the given product. (1) Given the product [CH2:17]([N:19]1[C:23]2[CH2:24][CH2:25][CH:26]([NH:28][C:12](=[O:14])[C:11]3[CH:15]=[CH:16][C:8]([C:4]4[CH:5]=[CH:6][CH:7]=[C:2]([F:1])[CH:3]=4)=[N:9][CH:10]=3)[CH2:27][C:22]=2[N:21]=[CH:20]1)[CH3:18], predict the reactants needed to synthesize it. The reactants are: [F:1][C:2]1[CH:3]=[C:4]([C:8]2[CH:16]=[CH:15][C:11]([C:12]([OH:14])=O)=[CH:10][N:9]=2)[CH:5]=[CH:6][CH:7]=1.[CH2:17]([N:19]1[C:23]2[CH2:24][CH2:25][CH:26]([NH2:28])[CH2:27][C:22]=2[N:21]=[CH:20]1)[CH3:18].CN(C(ON1N=NC2C=CC=CC1=2)=[N+](C)C)C.F[P-](F)(F)(F)(F)F.C(N(CC)CC)C. (2) Given the product [C:22]1([O:21][C:19](=[O:20])[NH:15][C:12]2[CH:11]=[N:10][C:9]([C:8]([F:7])([F:16])[F:17])=[CH:14][CH:13]=2)[CH:27]=[CH:26][CH:25]=[CH:24][CH:23]=1, predict the reactants needed to synthesize it. The reactants are: N1C=CC=CC=1.[F:7][C:8]([F:17])([F:16])[C:9]1[CH:14]=[CH:13][C:12]([NH2:15])=[CH:11][N:10]=1.Cl[C:19]([O:21][C:22]1[CH:27]=[CH:26][CH:25]=[CH:24][CH:23]=1)=[O:20]. (3) Given the product [F:17][C:18]1[C:23]([C:24]([F:26])([F:27])[F:25])=[CH:22][CH:21]=[CH:20][C:19]=1/[CH:28]=[CH:29]/[C:30]([NH:16][C:13]1[CH:14]=[CH:15][N:11]([CH2:10][CH2:9][CH2:8][CH2:7][C:2](=[O:6])[CH3:1])[N:12]=1)=[O:31], predict the reactants needed to synthesize it. The reactants are: [CH3:1][C:2]1([CH2:7][CH2:8][CH2:9][CH2:10][N:11]2[CH:15]=[CH:14][C:13]([NH2:16])=[N:12]2)[O:6]CCO1.[F:17][C:18]1[C:23]([C:24]([F:27])([F:26])[F:25])=[CH:22][CH:21]=[CH:20][C:19]=1/[CH:28]=[CH:29]/[C:30](O)=[O:31]. (4) Given the product [C:1]([C:5]1[N:9]([CH2:10][CH:11]2[CH2:16][CH2:15][C:14]([F:18])([F:17])[CH2:13][CH2:12]2)[C:8]2[CH:19]=[CH:20][C:21]([C:23]([OH:25])=[O:24])=[CH:22][C:7]=2[N:6]=1)([CH3:4])([CH3:2])[CH3:3], predict the reactants needed to synthesize it. The reactants are: [C:1]([C:5]1[N:9]([CH2:10][CH:11]2[CH2:16][CH2:15][C:14]([F:18])([F:17])[CH2:13][CH2:12]2)[C:8]2[CH:19]=[CH:20][C:21]([C:23]([O:25]C)=[O:24])=[CH:22][C:7]=2[N:6]=1)([CH3:4])([CH3:3])[CH3:2].OS([O-])(=O)=O.[K+].